Dataset: Reaction yield outcomes from USPTO patents with 853,638 reactions. Task: Predict the reaction yield, written as a fraction of the theoretical maximum amount of product (1.0 means a 100% yield; for example, 0.34 means a 34% yield). The reactants are [CH3:1][O:2][C:3]1[C:11]2[O:10][C:9](C(O)=O)=[CH:8][C:7]=2[CH:6]=[CH:5][CH:4]=1. The catalyst is N1C2C(=CC=CC=2)C=CC=1.[Cu]. The product is [CH3:1][O:2][C:3]1[C:11]2[O:10][CH:9]=[CH:8][C:7]=2[CH:6]=[CH:5][CH:4]=1. The yield is 0.460.